Dataset: Catalyst prediction with 721,799 reactions and 888 catalyst types from USPTO. Task: Predict which catalyst facilitates the given reaction. (1) Reactant: [CH2:1]([N:8]1[CH:12]=[C:11]([CH2:13][C:14]([O:16]CC)=[O:15])[C:10]([O:19][CH2:20][C:21]2[CH:22]=[N:23][C:24]([O:27][CH2:28][C:29]3[N:30]=[C:31]([C:35]4[CH:40]=[CH:39][CH:38]=[CH:37][CH:36]=4)[O:32][C:33]=3[CH3:34])=[CH:25][CH:26]=2)=[N:9]1)[C:2]1[CH:7]=[CH:6][CH:5]=[CH:4][CH:3]=1.[OH-].[Na+].O1CCCC1.Cl. Product: [CH2:1]([N:8]1[CH:12]=[C:11]([CH2:13][C:14]([OH:16])=[O:15])[C:10]([O:19][CH2:20][C:21]2[CH:22]=[N:23][C:24]([O:27][CH2:28][C:29]3[N:30]=[C:31]([C:35]4[CH:36]=[CH:37][CH:38]=[CH:39][CH:40]=4)[O:32][C:33]=3[CH3:34])=[CH:25][CH:26]=2)=[N:9]1)[C:2]1[CH:7]=[CH:6][CH:5]=[CH:4][CH:3]=1. The catalyst class is: 8. (2) Product: [CH3:1][O:2][C:3](=[O:14])[C:4]1[CH:9]=[CH:8][C:7]([Cl:10])=[C:6]([CH3:11])[C:5]=1[Cl:13]. Reactant: [CH3:1][O:2][C:3](=[O:14])[C:4]1[CH:9]=[CH:8][C:7]([Cl:10])=[C:6]([CH2:11]Br)[C:5]=1[Cl:13].CCOCC. The catalyst class is: 565.